From a dataset of Catalyst prediction with 721,799 reactions and 888 catalyst types from USPTO. Predict which catalyst facilitates the given reaction. (1) Reactant: C[O:2][C:3]([C:5]1[C:6]([C:14]2[CH:19]=[CH:18][C:17]([O:20][CH2:21][C:22]3[CH:27]=[CH:26][CH:25]=[CH:24][CH:23]=3)=[CH:16][C:15]=2[O:28][CH3:29])=[CH:7][CH:8]=[C:9]([C:11](=[O:13])[CH3:12])[CH:10]=1)=[O:4].[OH-].[Na+].CO.Cl. Product: [C:11]([C:9]1[CH:10]=[C:5]([C:3]([OH:4])=[O:2])[C:6]([C:14]2[CH:19]=[CH:18][C:17]([O:20][CH2:21][C:22]3[CH:27]=[CH:26][CH:25]=[CH:24][CH:23]=3)=[CH:16][C:15]=2[O:28][CH3:29])=[CH:7][CH:8]=1)(=[O:13])[CH3:12]. The catalyst class is: 6. (2) Reactant: [CH:1]([C:3]1[N:7]([CH3:8])[CH:6]=[N:5][C:4]=1[C:9]1[CH:10]=[CH:11][C:12]([CH3:32])=[C:13]([NH:15][C:16](=[O:31])[C:17]2[CH:22]=[CH:21][C:20]([O:23][CH2:24][C:25]3[CH:30]=[CH:29][CH:28]=[CH:27][N:26]=3)=[CH:19][CH:18]=2)[CH:14]=1)=[O:2].[BH4-].[Na+].O. Product: [OH:2][CH2:1][C:3]1[N:7]([CH3:8])[CH:6]=[N:5][C:4]=1[C:9]1[CH:10]=[CH:11][C:12]([CH3:32])=[C:13]([NH:15][C:16](=[O:31])[C:17]2[CH:18]=[CH:19][C:20]([O:23][CH2:24][C:25]3[CH:30]=[CH:29][CH:28]=[CH:27][N:26]=3)=[CH:21][CH:22]=2)[CH:14]=1. The catalyst class is: 5. (3) Reactant: [O:1]=[C:2]1[N:11]([C:12]2[CH:17]=[CH:16][C:15]([NH:18][C:19]([NH:21][S:22]([C:25]3[S:26][C:27]([N+:30]([O-])=O)=[CH:28][CH:29]=3)(=[O:24])=[O:23])=[O:20])=[CH:14][CH:13]=2)[C:10](=[O:33])[C:9]2[C:4](=[CH:5][CH:6]=[CH:7][CH:8]=2)[NH:3]1.C(N(CC)CC)C. Product: [NH2:30][C:27]1[S:26][C:25]([S:22]([NH:21][C:19]([NH:18][C:15]2[CH:16]=[CH:17][C:12]([N:11]3[C:10](=[O:33])[C:9]4[C:4](=[CH:5][CH:6]=[CH:7][CH:8]=4)[NH:3][C:2]3=[O:1])=[CH:13][CH:14]=2)=[O:20])(=[O:23])=[O:24])=[CH:29][CH:28]=1. The catalyst class is: 19. (4) Reactant: [Li]CCCC.Br[C:7]1[N:11]([CH3:12])[C:10]([CH3:13])=[N:9][CH:8]=1.[Cl:14][C:15]1[C:24]2[C:19](=[CH:20][CH:21]=[C:22]([C:25]([C:27]3[C:28]([CH3:34])=[N:29][C:30]([CH3:33])=[CH:31][CH:32]=3)=[O:26])[CH:23]=2)[N:18]=[C:17]([O:35][CH3:36])[C:16]=1[CH2:37][C:38]1[CH:39]=[N:40][C:41]([C:44]([F:47])([F:46])[F:45])=[CH:42][CH:43]=1. Product: [Cl:14][C:15]1[C:24]2[C:19](=[CH:20][CH:21]=[C:22]([C:25]([C:7]3[N:11]([CH3:12])[C:10]([CH3:13])=[N:9][CH:8]=3)([C:27]3[C:28]([CH3:34])=[N:29][C:30]([CH3:33])=[CH:31][CH:32]=3)[OH:26])[CH:23]=2)[N:18]=[C:17]([O:35][CH3:36])[C:16]=1[CH2:37][C:38]1[CH:39]=[N:40][C:41]([C:44]([F:46])([F:45])[F:47])=[CH:42][CH:43]=1. The catalyst class is: 1. (5) Reactant: [C:1]([C:5]1[CH:10]=[CH:9][C:8]([NH2:11])=[C:7]([NH2:12])[CH:6]=1)([CH3:4])([CH3:3])[CH3:2].[C:13]([C:17]1[CH:34]=[CH:33][CH:32]=[CH:31][C:18]=1[O:19][C:20]1[C:25]([N:26]=[C:27]=S)=[CH:24][CH:23]=[C:22]([O:29][CH3:30])[N:21]=1)([CH3:16])([CH3:15])[CH3:14]. The catalyst class is: 26. Product: [C:1]([C:5]1[CH:10]=[CH:9][C:8]2[N:11]=[C:27]([NH:26][C:25]3[C:20]([O:19][C:18]4[CH:31]=[CH:32][CH:33]=[CH:34][C:17]=4[C:13]([CH3:16])([CH3:15])[CH3:14])=[N:21][C:22]([O:29][CH3:30])=[CH:23][CH:24]=3)[NH:12][C:7]=2[CH:6]=1)([CH3:4])([CH3:2])[CH3:3].